Task: Regression. Given two drug SMILES strings and cell line genomic features, predict the synergy score measuring deviation from expected non-interaction effect.. Dataset: NCI-60 drug combinations with 297,098 pairs across 59 cell lines Drug 1: C1=CC(=CC=C1CCCC(=O)O)N(CCCl)CCCl. Drug 2: C(CN)CNCCSP(=O)(O)O. Cell line: NCI-H322M. Synergy scores: CSS=-4.71, Synergy_ZIP=2.06, Synergy_Bliss=-0.725, Synergy_Loewe=-5.95, Synergy_HSA=-5.04.